From a dataset of Forward reaction prediction with 1.9M reactions from USPTO patents (1976-2016). Predict the product of the given reaction. (1) Given the reactants [CH2:1]([O:3][CH2:4][C:5]1[C:9]2[CH:10]=[N:11][C:12]([NH:14][C:15]([NH:17][C@@H:18]([C:20]3[CH:25]=[CH:24][CH:23]=[CH:22][CH:21]=3)[CH3:19])=[O:16])=[CH:13][C:8]=2[N:7](C(C2C=CC=CC=2)(C2C=CC=CC=2)C2C=CC=CC=2)[N:6]=1)[CH3:2].FC(F)(F)C(O)=O.C([SiH](CC)CC)C, predict the reaction product. The product is: [CH2:1]([O:3][CH2:4][C:5]1[C:9]2[CH:10]=[N:11][C:12]([NH:14][C:15]([NH:17][C@@H:18]([C:20]3[CH:21]=[CH:22][CH:23]=[CH:24][CH:25]=3)[CH3:19])=[O:16])=[CH:13][C:8]=2[NH:7][N:6]=1)[CH3:2]. (2) Given the reactants [Cl:1][C:2]1[C:11]2[C:6](=[CH:7][CH:8]=[CH:9][CH:10]=2)[N:5]=[C:4]([C:12]([O:14]CC)=O)[N:3]=1.[F:17][C:18]1[CH:23]=[CH:22][C:21]([Mg]Br)=[CH:20][CH:19]=1, predict the reaction product. The product is: [Cl:1][C:2]1[C:11]2[C:6](=[CH:7][CH:8]=[CH:9][CH:10]=2)[N:5]=[C:4]([C:12]([C:21]2[CH:22]=[CH:23][C:18]([F:17])=[CH:19][CH:20]=2)=[O:14])[N:3]=1.